From a dataset of Forward reaction prediction with 1.9M reactions from USPTO patents (1976-2016). Predict the product of the given reaction. The product is: [Cl:1][C:2]1[CH:3]=[C:4]([C:8]2[C:13]([O:14][CH3:15])=[CH:12][CH:11]=[C:10]([CH2:16][C:17]3[S:24][C:23]([NH2:25])=[N:22][N:21]=3)[C:9]=2[F:20])[CH:5]=[CH:6][CH:7]=1. Given the reactants [Cl:1][C:2]1[CH:3]=[C:4]([C:8]2[C:13]([O:14][CH3:15])=[CH:12][CH:11]=[C:10]([CH2:16][C:17](O)=O)[C:9]=2[F:20])[CH:5]=[CH:6][CH:7]=1.[NH2:21][NH:22][C:23]([NH2:25])=[S:24].O, predict the reaction product.